This data is from Full USPTO retrosynthesis dataset with 1.9M reactions from patents (1976-2016). The task is: Predict the reactants needed to synthesize the given product. (1) Given the product [NH2:46][C@@H:38]([C@H:37]([C@@H:8]1[C@@H:7]([O:6][Si:5]([C:1]([CH3:2])([CH3:3])[CH3:4])([CH3:63])[CH3:62])[C@@H:11]([O:12][Si:13]([C:16]([CH3:19])([CH3:18])[CH3:17])([CH3:14])[CH3:15])[C@H:10]([N:20]2[CH:25]=[CH:24][C:23](=[O:26])[N:22]([CH2:27][C:28]3[CH:33]=[CH:32][C:31]([O:34][CH3:35])=[CH:30][CH:29]=3)[C:21]2=[O:36])[O:9]1)[OH:61])[C:39]([O:41][C:42]([CH3:44])([CH3:43])[CH3:45])=[O:40], predict the reactants needed to synthesize it. The reactants are: [C:1]([Si:5]([CH3:63])([CH3:62])[O:6][C@H:7]1[C@@H:11]([O:12][Si:13]([C:16]([CH3:19])([CH3:18])[CH3:17])([CH3:15])[CH3:14])[C@H:10]([N:20]2[CH:25]=[CH:24][C:23](=[O:26])[N:22]([CH2:27][C:28]3[CH:33]=[CH:32][C:31]([O:34][CH3:35])=[CH:30][CH:29]=3)[C:21]2=[O:36])[O:9][C@@H:8]1[C@H:37]([OH:61])[C@H:38]([N:46](CC1C=CC=CC=1)CC1C=CC=CC=1)[C:39]([O:41][C:42]([CH3:45])([CH3:44])[CH3:43])=[O:40])([CH3:4])([CH3:3])[CH3:2]. (2) Given the product [CH:11]1([C:2]2[S:10][C:5]3[C:6](=[O:9])[NH:7][CH2:8][C:4]=3[CH:3]=2)[CH2:13][CH2:12]1, predict the reactants needed to synthesize it. The reactants are: Br[C:2]1[S:10][C:5]2[C:6](=[O:9])[NH:7][CH2:8][C:4]=2[CH:3]=1.[CH:11]1(B(O)O)[CH2:13][CH2:12]1.C(=O)([O-])[O-].[K+].[K+]. (3) Given the product [OH:8][CH:7]([C:2]([CH3:9])([CH3:1])[CH2:3][OH:4])[C:5]([NH:12][CH2:11][CH2:10][NH:13][C:5](=[O:6])[CH:7]([OH:8])[C:2]([CH3:9])([CH3:1])[CH2:3][OH:4])=[O:6], predict the reactants needed to synthesize it. The reactants are: [CH3:1][C:2]1([CH3:9])[CH:7]([OH:8])[C:5](=[O:6])[O:4][CH2:3]1.[CH2:10]([NH2:13])[CH2:11][NH2:12]. (4) Given the product [CH3:25][O:26][C:27]1[C:32]2[N:33]=[C:34]([NH:36][C:37]3[CH:42]=[CH:41][CH:40]=[CH:39][C:38]=3[CH3:43])[O:35][C:31]=2[CH:30]=[C:29]([CH2:44][C:45]([NH:1][C:2]2[CH:3]=[CH:4][C:5]([C@H:8]([CH3:15])[CH2:9][C:10]([O:12][CH2:13][CH3:14])=[O:11])=[CH:6][CH:7]=2)=[O:46])[CH:28]=1, predict the reactants needed to synthesize it. The reactants are: [NH2:1][C:2]1[CH:7]=[CH:6][C:5]([C@H:8]([CH3:15])[CH2:9][C:10]([O:12][CH2:13][CH3:14])=[O:11])=[CH:4][CH:3]=1.C(N(C(C)C)CC)(C)C.[CH3:25][O:26][C:27]1[C:32]2[N:33]=[C:34]([NH:36][C:37]3[CH:42]=[CH:41][CH:40]=[CH:39][C:38]=3[CH3:43])[O:35][C:31]=2[CH:30]=[C:29]([CH2:44][C:45](O)=[O:46])[CH:28]=1.F[P-](F)(F)(F)(F)F.N1(OC(N(C)C)=[N+](C)C)C2N=CC=CC=2N=N1. (5) Given the product [F:13][C:14]1[CH:15]=[C:16]([CH:19]=[CH:20][C:21]=1[F:22])[CH2:17][NH:18][C:4](=[O:12])[CH2:5][C:6](=[O:11])[C:7]([CH3:8])([CH3:9])[CH3:10], predict the reactants needed to synthesize it. The reactants are: C(O[C:4](=[O:12])[CH2:5][C:6](=[O:11])[C:7]([CH3:10])([CH3:9])[CH3:8])C.[F:13][C:14]1[CH:15]=[C:16]([CH:19]=[CH:20][C:21]=1[F:22])[CH2:17][NH2:18]. (6) Given the product [Br:10][C:11]1[CH:16]=[CH:15][CH:14]=[CH:13][C:12]=1/[C:17](=[C:22](/[NH:9][CH:7]([CH:4]1[CH2:5][CH2:6][O:1][CH2:2][CH2:3]1)[CH3:8])\[CH3:23])/[C:18]([O:20][CH3:21])=[O:19], predict the reactants needed to synthesize it. The reactants are: [O:1]1[CH2:6][CH2:5][CH:4]([CH:7]([NH2:9])[CH3:8])[CH2:3][CH2:2]1.[Br:10][C:11]1[CH:16]=[CH:15][CH:14]=[CH:13][C:12]=1[CH:17]([C:22](=O)[CH3:23])[C:18]([O:20][CH3:21])=[O:19].C(O)(=O)C. (7) Given the product [N:20]1[C:21]2[C:26](=[CH:25][CH:24]=[CH:23][CH:22]=2)[C:17]([N:20]2[CH2:19][C:18]3[CH:17]=[C:26]([C:10]4[CH:11]=[CH:12][S:8][CH:9]=4)[CH:25]=[CH:2][C:3]=3[O:5][CH2:22][CH2:21]2)=[CH:18][CH:19]=1, predict the reactants needed to synthesize it. The reactants are: F[C:2](F)(F)[C:3]([O-:5])=O.[S:8]1[CH:12]=[CH:11][C:10](B(O)O)=[CH:9]1.Cl[C:17]1[C:26]2[C:21](=[CH:22][CH:23]=[CH:24][CH:25]=2)[N:20]=[CH:19][CH:18]=1. (8) Given the product [CH2:26]([C@@H:25]1[O:30][C:21](=[O:23])[CH2:22]1)[CH:27]([CH3:29])[CH3:28], predict the reactants needed to synthesize it. The reactants are: C[Al](C)C.C1(C)C=CC=CC=1.C(N(CC)C(C)C)(C)C.[C:21](Br)(=[O:23])[CH3:22].[CH:25](=[O:30])[CH2:26][CH:27]([CH3:29])[CH3:28].